The task is: Predict the reactants needed to synthesize the given product.. This data is from Full USPTO retrosynthesis dataset with 1.9M reactions from patents (1976-2016). (1) Given the product [N:32]1([C:21]2[N:20]=[CH:19][C:18]([S:15]([C:12]([CH3:14])([CH3:13])[C:11]([NH:10][C:7]3[S:8][CH:9]=[C:5]([C:1]([CH3:4])([CH3:3])[CH3:2])[N:6]=3)=[O:25])(=[O:17])=[O:16])=[CH:23][CH:22]=2)[CH2:35][CH2:34][CH2:33]1, predict the reactants needed to synthesize it. The reactants are: [C:1]([C:5]1[N:6]=[C:7]([NH:10][C:11](=[O:25])[C:12]([S:15]([C:18]2[CH:19]=[N:20][C:21](Cl)=[CH:22][CH:23]=2)(=[O:17])=[O:16])([CH3:14])[CH3:13])[S:8][CH:9]=1)([CH3:4])([CH3:3])[CH3:2].C(=O)([O-])[O-].[K+].[K+].[NH:32]1[CH2:35][CH2:34][CH2:33]1. (2) Given the product [NH:26]1[C:34]2[C:29](=[CH:30][C:31]([NH:35][C:2]3[C:11]4=[N:12][NH:13][CH:14]=[C:10]4[C:9]4[CH:8]=[CH:7][C:6]([O:24][CH3:25])=[CH:5][C:4]=4[N:3]=3)=[CH:32][CH:33]=2)[CH:28]=[N:27]1, predict the reactants needed to synthesize it. The reactants are: Cl[C:2]1[C:11]2=[N:12][N:13](CC3C=CC(OC)=CC=3)[CH:14]=[C:10]2[C:9]2[CH:8]=[CH:7][C:6]([O:24][CH3:25])=[CH:5][C:4]=2[N:3]=1.[NH:26]1[C:34]2[C:29](=[CH:30][C:31]([NH2:35])=[CH:32][CH:33]=2)[CH:28]=[N:27]1.Cl.